This data is from Acute oral toxicity (LD50) regression data from Zhu et al.. The task is: Regression/Classification. Given a drug SMILES string, predict its toxicity properties. Task type varies by dataset: regression for continuous values (e.g., LD50, hERG inhibition percentage) or binary classification for toxic/non-toxic outcomes (e.g., AMES mutagenicity, cardiotoxicity, hepatotoxicity). Dataset: ld50_zhu. (1) The compound is ClCCCl. The rat oral LD50 is 2.17, given as -log10 of the dose in mol/kg body weight (higher means more acutely toxic). (2) The drug is O=C(O)c1c(Cl)ccc(Cl)c1Cl. The rat oral LD50 is 2.54, given as -log10 of the dose in mol/kg body weight (higher means more acutely toxic). (3) The compound is COc1c(OP(=S)(OCC(C)C)OC(C)C)cnn(C)c1=O. The rat oral LD50 is 3.83, given as -log10 of the dose in mol/kg body weight (higher means more acutely toxic). (4) The drug is C=CC(=O)OC1CCCCC1. The rat oral LD50 is 1.25, given as -log10 of the dose in mol/kg body weight (higher means more acutely toxic).